From a dataset of Reaction yield outcomes from USPTO patents with 853,638 reactions. Predict the reaction yield, written as a fraction of the theoretical maximum amount of product (1.0 means a 100% yield; for example, 0.34 means a 34% yield). (1) The reactants are [F:1][C:2]1[N:7]=[CH:6][C:5]([C:8]2[CH:13]=[CH:12][N:11]=[C:10]([NH:14][C:15]3[O:16][C@:17]4([CH2:25][N:26]=3)[CH:22]3[CH2:23][CH2:24][N:19]([CH2:20][CH2:21]3)[CH2:18]4)[CH:9]=2)=[CH:4][CH:3]=1.C1C=C(Cl)C=C(C(OO)=[O:35])C=1. The catalyst is C1COCC1. The product is [F:1][C:2]1[N:7]=[CH:6][C:5]([C:8]2[CH:13]=[CH:12][N:11]=[C:10]([NH:14][C:15]3[O:16][C@:17]4([CH2:25][N:26]=3)[CH:22]3[CH2:23][CH2:24][N+:19]([O-:35])([CH2:20][CH2:21]3)[CH2:18]4)[CH:9]=2)=[CH:4][CH:3]=1. The yield is 0.431. (2) The product is [C:16]1([C:2]2[C:3]3[C:8]([CH:9]=[C:10]4[C:15]=2[CH:14]=[CH:13][CH:12]=[CH:11]4)=[CH:7][CH:6]=[CH:5][CH:4]=3)[CH:21]=[CH:20][CH:19]=[CH:18][CH:17]=1. The yield is 0.850. The catalyst is C([O-])(=O)C.[Pd+2].C([O-])(=O)C.C1(C)C=CC=CC=1P(C1C=CC=CC=1C)C1C=CC=CC=1C.COCCOC. The reactants are Br[C:2]1[C:3]2[C:8]([CH:9]=[C:10]3[C:15]=1[CH:14]=[CH:13][CH:12]=[CH:11]3)=[CH:7][CH:6]=[CH:5][CH:4]=2.[C:16]1(B(O)O)[CH:21]=[CH:20][CH:19]=[CH:18][CH:17]=1.C(=O)([O-])[O-].[K+].[K+]. (3) The reactants are [Cl:1][C:2]1[CH:7]=[CH:6][C:5]([N:8]2[CH2:13][CH2:12][CH:11]([C:14]([O:16]CC)=[O:15])[CH2:10][CH2:9]2)=[CH:4][C:3]=1[NH:19][C@@H:20]([C:22]1[CH:27]=[CH:26][C:25]([Cl:28])=[CH:24][C:23]=1[Cl:29])[CH3:21].C1COCC1.CCO.[OH-].[Na+].Cl. The product is [Cl:1][C:2]1[CH:7]=[CH:6][C:5]([N:8]2[CH2:9][CH2:10][CH:11]([C:14]([OH:16])=[O:15])[CH2:12][CH2:13]2)=[CH:4][C:3]=1[NH:19][C@@H:20]([C:22]1[CH:27]=[CH:26][C:25]([Cl:28])=[CH:24][C:23]=1[Cl:29])[CH3:21]. The catalyst is O. The yield is 0.820. (4) The reactants are [CH:1]1([N:6]2[CH2:12][C:11]3([CH2:14][CH2:13]3)[C:10](=[O:15])[N:9]([CH3:16])[C:8]3[CH:17]=[N:18][C:19]([NH:21][C:22]4[CH:30]=[CH:29][C:25]([C:26](O)=[O:27])=[CH:24][C:23]=4[O:31][CH3:32])=[N:20][C:7]2=3)[CH2:5][CH2:4][CH2:3][CH2:2]1.CCN(C(C)C)C(C)C.CN(C(ON1N=NC2C=CC=CC1=2)=[N+](C)C)C.[B-](F)(F)(F)F.[NH2:64][N:65]1[CH2:70][CH2:69][O:68][CH2:67][CH2:66]1. The catalyst is C(Cl)Cl. The product is [CH:1]1([N:6]2[CH2:12][C:11]3([CH2:14][CH2:13]3)[C:10](=[O:15])[N:9]([CH3:16])[C:8]3[CH:17]=[N:18][C:19]([NH:21][C:22]4[CH:30]=[CH:29][C:25]([C:26]([NH:64][N:65]5[CH2:70][CH2:69][O:68][CH2:67][CH2:66]5)=[O:27])=[CH:24][C:23]=4[O:31][CH3:32])=[N:20][C:7]2=3)[CH2:2][CH2:3][CH2:4][CH2:5]1. The yield is 0.440. (5) The reactants are C([O:3][C:4](=[O:38])[CH2:5][N:6]1[CH:10]([C:11]2[CH:16]=[CH:15][C:14]([C:17]3[C:22]4[O:23][C:24]5[CH:29]=[CH:28][CH:27]=[CH:26][C:25]=5[C:21]=4[CH:20]=[CH:19][CH:18]=3)=[CH:13][CH:12]=2)[CH2:9][C:8]([C:30]2[CH:35]=[CH:34][C:33]([O:36][CH3:37])=[CH:32][CH:31]=2)=[N:7]1)C.[OH-].[K+].Cl. The catalyst is C1COCC1.CO. The product is [CH:20]1[C:21]2[C:25]3[CH:26]=[CH:27][CH:28]=[CH:29][C:24]=3[O:23][C:22]=2[C:17]([C:14]2[CH:13]=[CH:12][C:11]([CH:10]3[N:6]([CH2:5][C:4]([OH:38])=[O:3])[N:7]=[C:8]([C:30]4[CH:31]=[CH:32][C:33]([O:36][CH3:37])=[CH:34][CH:35]=4)[CH2:9]3)=[CH:16][CH:15]=2)=[CH:18][CH:19]=1. The yield is 0.950. (6) The reactants are [CH2:1]([C:13]1[CH:14]=[C:15]([CH:20]=[CH:21][CH:22]=1)[C:16]([NH:18][NH2:19])=[O:17])[CH2:2][CH2:3][CH2:4][CH2:5][CH2:6][CH2:7][CH2:8][CH2:9][CH2:10][CH2:11][CH3:12].[C:23]([CH:25]([C:28]([OH:30])=O)[CH2:26][CH3:27])#[N:24]. The yield is 0.560. The product is [C:23]([C:25]1([C:28]([NH:19][NH:18][C:16](=[O:17])[C:15]2[CH:20]=[CH:21][CH:22]=[C:13]([CH2:1][CH2:2][CH2:3][CH2:4][CH2:5][CH2:6][CH2:7][CH2:8][CH2:9][CH2:10][CH2:11][CH3:12])[CH:14]=2)=[O:30])[CH2:26][CH2:27]1)#[N:24]. No catalyst specified. (7) The reactants are [C:1]([O:5][C:6](=[O:44])[NH:7][C:8]([N:17]1[CH2:22][CH2:21][CH:20]([O:23][NH:24][C:25]([C@@H:27]2[CH2:33][CH2:32][C@@H:31]3[CH2:34][N:28]2[C:29](=[O:43])[N:30]3[O:35]CC2C=CC=CC=2)=[O:26])[CH2:19][CH2:18]1)=[N:9][C:10](=[O:16])[O:11][C:12]([CH3:15])([CH3:14])[CH3:13])([CH3:4])([CH3:3])[CH3:2]. The catalyst is CO.[Pd]. The product is [C:12]([O:11][C:10](=[O:16])[NH:9][C:8]([N:17]1[CH2:18][CH2:19][CH:20]([O:23][NH:24][C:25]([C@@H:27]2[CH2:33][CH2:32][C@@H:31]3[CH2:34][N:28]2[C:29](=[O:43])[N:30]3[OH:35])=[O:26])[CH2:21][CH2:22]1)=[N:7][C:6](=[O:44])[O:5][C:1]([CH3:4])([CH3:3])[CH3:2])([CH3:13])([CH3:14])[CH3:15]. The yield is 0.980. (8) The reactants are C([O:8][C:9]1[CH:10]=[C:11]([C:15]([OH:27])([C:21]2[CH:26]=[CH:25][CH:24]=[CH:23][CH:22]=2)[C:16]([O:18][CH2:19][CH3:20])=[O:17])[CH:12]=[CH:13][CH:14]=1)C1C=CC=CC=1.CC1CC=CCC=1. The catalyst is C(O)C.[Pd]. The product is [OH:27][C:15]([C:11]1[CH:12]=[CH:13][CH:14]=[C:9]([OH:8])[CH:10]=1)([C:21]1[CH:26]=[CH:25][CH:24]=[CH:23][CH:22]=1)[C:16]([O:18][CH2:19][CH3:20])=[O:17]. The yield is 0.720.